Predict the product of the given reaction. From a dataset of Forward reaction prediction with 1.9M reactions from USPTO patents (1976-2016). (1) Given the reactants O=[C:2]([C:9]1[CH:14]=[CH:13][C:12]([O:15][CH3:16])=[C:11]([O:17][CH3:18])[C:10]=1[O:19][CH3:20])[CH2:3][CH2:4][CH2:5][C:6]([OH:8])=[O:7], predict the reaction product. The product is: [CH3:20][O:19][C:10]1[C:11]([O:17][CH3:18])=[C:12]([O:15][CH3:16])[CH:13]=[CH:14][C:9]=1[CH2:2][CH2:3][CH2:4][CH2:5][C:6]([OH:8])=[O:7]. (2) Given the reactants Cl.Cl.[NH2:3][CH2:4][CH2:5][CH2:6][CH2:7][CH2:8][CH2:9][CH2:10][CH2:11][CH2:12][N:13]1[CH2:18][CH2:17][CH:16]([O:19][C:20](=[O:34])[NH:21][C:22]2[CH:27]=[CH:26][CH:25]=[CH:24][C:23]=2[C:28]2[CH:33]=[CH:32][CH:31]=[CH:30][CH:29]=2)[CH2:15][CH2:14]1.[OH:35][C:36]1[C:43]([F:44])=[CH:42][CH:41]=[CH:40][C:37]=1[CH:38]=O, predict the reaction product. The product is: [OH:35][C:36]1[C:43]([F:44])=[CH:42][CH:41]=[CH:40][C:37]=1[CH2:38][NH:3][CH2:4][CH2:5][CH2:6][CH2:7][CH2:8][CH2:9][CH2:10][CH2:11][CH2:12][N:13]1[CH2:18][CH2:17][CH:16]([O:19][C:20](=[O:34])[NH:21][C:22]2[CH:27]=[CH:26][CH:25]=[CH:24][C:23]=2[C:28]2[CH:33]=[CH:32][CH:31]=[CH:30][CH:29]=2)[CH2:15][CH2:14]1.